The task is: Predict the product of the given reaction.. This data is from Forward reaction prediction with 1.9M reactions from USPTO patents (1976-2016). The product is: [Cl:1][C:2]1[N:6]2[CH:7]=[C:8]([CH:15]([CH3:18])[CH2:16][CH3:17])[CH:9]=[C:10]([C:11]([F:13])([F:12])[F:14])[C:5]2=[N:4][C:3]=1[C:19]([O:21][CH3:22])=[O:20]. Given the reactants [Cl:1][C:2]1[N:6]2[CH:7]=[C:8]([C:15]([CH3:18])=[CH:16][CH3:17])[CH:9]=[C:10]([C:11]([F:14])([F:13])[F:12])[C:5]2=[N:4][C:3]=1[C:19]([O:21][CH3:22])=[O:20], predict the reaction product.